The task is: Predict which catalyst facilitates the given reaction.. This data is from Catalyst prediction with 721,799 reactions and 888 catalyst types from USPTO. (1) Reactant: [CH3:1][O:2][C:3]1[CH:23]=[CH:22][C:6]([C:7]([NH:9][C:10]2([C:19]([OH:21])=[O:20])[CH2:18][C:17]3[C:12](=[CH:13][CH:14]=[CH:15][CH:16]=3)[CH2:11]2)=[O:8])=[CH:5][C:4]=1[O:24][CH2:25][CH2:26][C:27]1[CH:32]=[CH:31][CH:30]=[C:29]([S:33][CH3:34])[CH:28]=1.[OH:35]O. Product: [CH3:34][S:33]([C:29]1[CH:28]=[C:27]([CH2:26][CH2:25][O:24][C:4]2[CH:5]=[C:6]([CH:22]=[CH:23][C:3]=2[O:2][CH3:1])[C:7]([NH:9][C:10]2([C:19]([OH:21])=[O:20])[CH2:11][C:12]3[C:17](=[CH:16][CH:15]=[CH:14][CH:13]=3)[CH2:18]2)=[O:8])[CH:32]=[CH:31][CH:30]=1)=[O:35]. The catalyst class is: 86. (2) Reactant: [C:1]([C:3]1[C@@H:8]([C:9]2[CH:14]=[CH:13][C:12]([C:15]#[N:16])=[CH:11][C:10]=2[S:17]([CH3:20])(=[O:19])=[O:18])[N:7]([C:21](OC2C=CC([N+]([O-])=O)=CC=2)=[O:22])[C:6](=[O:33])[N:5]([C:34]2[CH:39]=[CH:38][CH:37]=[C:36]([C:40]([F:43])([F:42])[F:41])[CH:35]=2)[C:4]=1[CH3:44])#[N:2].[NH2:45][CH2:46][CH2:47][O:48][CH2:49][CH2:50][OH:51]. Product: [C:1]([C:3]1[C@@H:8]([C:9]2[CH:14]=[CH:13][C:12]([C:15]#[N:16])=[CH:11][C:10]=2[S:17]([CH3:20])(=[O:19])=[O:18])[N:7]([C:21]([NH:45][CH2:46][CH2:47][O:48][CH2:49][CH2:50][OH:51])=[O:22])[C:6](=[O:33])[N:5]([C:34]2[CH:39]=[CH:38][CH:37]=[C:36]([C:40]([F:42])([F:43])[F:41])[CH:35]=2)[C:4]=1[CH3:44])#[N:2]. The catalyst class is: 10. (3) Reactant: [CH3:1][OH:2].[H-].[Na+].Br[C:6]1[CH:7]=[C:8]([CH:29]=[CH:30][N:31]=1)[C:9]([NH:11][C:12]1[S:13][C:14]2[C:20]([CH:21]3[CH2:26][CH2:25][O:24][CH2:23][CH2:22]3)=[CH:19][CH:18]=[C:17]([O:27][CH3:28])[C:15]=2[N:16]=1)=[O:10]. Product: [CH3:1][O:2][C:6]1[CH:7]=[C:8]([CH:29]=[CH:30][N:31]=1)[C:9]([NH:11][C:12]1[S:13][C:14]2[C:20]([CH:21]3[CH2:26][CH2:25][O:24][CH2:23][CH2:22]3)=[CH:19][CH:18]=[C:17]([O:27][CH3:28])[C:15]=2[N:16]=1)=[O:10]. The catalyst class is: 12. (4) Reactant: [N+:1]([C:4]1[CH:5]=[C:6]([N:10]2[CH2:15][CH2:14][NH:13][CH2:12][C:11]2=[O:16])[CH:7]=[CH:8][CH:9]=1)([O-:3])=[O:2].[CH3:17][C:18]([CH3:20])=O.C(O)(=O)C.C(O[BH-](OC(=O)C)OC(=O)C)(=O)C.[Na+]. Product: [CH:18]([N:13]1[CH2:14][CH2:15][N:10]([C:6]2[CH:7]=[CH:8][CH:9]=[C:4]([N+:1]([O-:3])=[O:2])[CH:5]=2)[C:11](=[O:16])[CH2:12]1)([CH3:20])[CH3:17]. The catalyst class is: 98. (5) Reactant: [Br:1][C:2]1[CH:3]=[CH:4][C:5]2[C:18]3[N:17]=[C:16]([C:19]4[C:24]([Br:25])=[CH:23][CH:22]=[CH:21][C:20]=4[Br:26])[NH:15][C:14]=3[C:13]3[C:8](=[CH:9][C:10]([Br:27])=[CH:11][CH:12]=3)[C:6]=2[CH:7]=1.[H-].[Na+].[CH3:30][Si:31]([CH2:34][CH2:35][O:36][CH2:37]Cl)([CH3:33])[CH3:32].O. Product: [Br:27][C:10]1[CH:11]=[CH:12][C:13]2[C:14]3[N:15]=[C:16]([C:19]4[C:24]([Br:25])=[CH:23][CH:22]=[CH:21][C:20]=4[Br:26])[N:17]([CH2:37][O:36][CH2:35][CH2:34][Si:31]([CH3:33])([CH3:32])[CH3:30])[C:18]=3[C:5]3[C:6](=[CH:7][C:2]([Br:1])=[CH:3][CH:4]=3)[C:8]=2[CH:9]=1. The catalyst class is: 1. (6) Reactant: [OH:1][N:2]1C2C=CC=CC=2N=N1.[CH2:11]([O:18][C:19]1[CH:24]=[CH:23][C:22]([S:25]([NH:28][CH2:29][C@H:30]([N:34]2[CH2:39][CH2:38][CH2:37][CH2:36][CH2:35]2)[C:31]([OH:33])=O)(=[O:27])=[O:26])=[CH:21][CH:20]=1)[C:12]1[CH:17]=[CH:16][CH:15]=[CH:14][CH:13]=1.[Si](ON)(C(C)(C)C)(C)C.C(=O)([O-])O.[Na+]. Product: [CH2:11]([O:18][C:19]1[CH:24]=[CH:23][C:22]([S:25]([NH:28][CH2:29][C@H:30]([N:34]2[CH2:39][CH2:38][CH2:37][CH2:36][CH2:35]2)[C:31]([NH:2][OH:1])=[O:33])(=[O:27])=[O:26])=[CH:21][CH:20]=1)[C:12]1[CH:17]=[CH:16][CH:15]=[CH:14][CH:13]=1. The catalyst class is: 35.